Dataset: Full USPTO retrosynthesis dataset with 1.9M reactions from patents (1976-2016). Task: Predict the reactants needed to synthesize the given product. Given the product [ClH:32].[NH2:7][C@H:8]([C@@H:10]1[CH2:14][CH2:13][N:12]([C:15]2[C:24]3[CH2:25][CH:26]([CH3:27])[N:22]4[C:23]=3[C:18]([C:19](=[O:29])[NH:20][C:21]4=[O:28])=[CH:17][C:16]=2[F:30])[CH2:11]1)[CH3:9], predict the reactants needed to synthesize it. The reactants are: C(OC(=O)[NH:7][C@H:8]([C@@H:10]1[CH2:14][CH2:13][N:12]([C:15]2[C:24]3[CH2:25][CH:26]([CH3:27])[N:22]4[C:23]=3[C:18]([C:19](=[O:29])[NH:20][C:21]4=[O:28])=[CH:17][C:16]=2[F:30])[CH2:11]1)[CH3:9])(C)(C)C.[ClH:32].